From a dataset of NCI-60 drug combinations with 297,098 pairs across 59 cell lines. Regression. Given two drug SMILES strings and cell line genomic features, predict the synergy score measuring deviation from expected non-interaction effect. (1) Drug 1: CN(CCCl)CCCl.Cl. Drug 2: CC(C)CN1C=NC2=C1C3=CC=CC=C3N=C2N. Cell line: CCRF-CEM. Synergy scores: CSS=52.6, Synergy_ZIP=5.69, Synergy_Bliss=4.69, Synergy_Loewe=4.13, Synergy_HSA=4.65. (2) Drug 1: C1=CC(=CC=C1CCCC(=O)O)N(CCCl)CCCl. Drug 2: CC(C)(C#N)C1=CC(=CC(=C1)CN2C=NC=N2)C(C)(C)C#N. Cell line: HS 578T. Synergy scores: CSS=1.54, Synergy_ZIP=-5.91, Synergy_Bliss=-7.59, Synergy_Loewe=-7.07, Synergy_HSA=-7.02. (3) Drug 1: CC1OCC2C(O1)C(C(C(O2)OC3C4COC(=O)C4C(C5=CC6=C(C=C35)OCO6)C7=CC(=C(C(=C7)OC)O)OC)O)O. Drug 2: C1CN(CCN1C(=O)CCBr)C(=O)CCBr. Cell line: RXF 393. Synergy scores: CSS=29.0, Synergy_ZIP=-4.07, Synergy_Bliss=0.446, Synergy_Loewe=2.07, Synergy_HSA=3.71. (4) Drug 1: CCCCCOC(=O)NC1=NC(=O)N(C=C1F)C2C(C(C(O2)C)O)O. Drug 2: C1CCC(C(C1)N)N.C(=O)(C(=O)[O-])[O-].[Pt+4]. Cell line: T-47D. Synergy scores: CSS=7.73, Synergy_ZIP=-4.36, Synergy_Bliss=0.270, Synergy_Loewe=-19.6, Synergy_HSA=-0.391. (5) Cell line: MOLT-4. Synergy scores: CSS=75.4, Synergy_ZIP=-1.02, Synergy_Bliss=-1.98, Synergy_Loewe=-2.08, Synergy_HSA=-1.83. Drug 2: C1=NC2=C(N=C(N=C2N1C3C(C(C(O3)CO)O)O)F)N. Drug 1: C1=CN(C(=O)N=C1N)C2C(C(C(O2)CO)O)O.Cl. (6) Drug 1: CN1C2=C(C=C(C=C2)N(CCCl)CCCl)N=C1CCCC(=O)O.Cl. Drug 2: CC1=C(C(=O)C2=C(C1=O)N3CC4C(C3(C2COC(=O)N)OC)N4)N. Cell line: A498. Synergy scores: CSS=20.0, Synergy_ZIP=-8.46, Synergy_Bliss=-8.77, Synergy_Loewe=-63.4, Synergy_HSA=-8.53.